This data is from Catalyst prediction with 721,799 reactions and 888 catalyst types from USPTO. The task is: Predict which catalyst facilitates the given reaction. (1) Reactant: C1C=CC(P(C2C(C3C(P(C4C=CC=CC=4)C4C=CC=CC=4)=CC=C4C=3C=CC=C4)=C3C(C=CC=C3)=CC=2)C2C=CC=CC=2)=CC=1.Cl[C:48]1[CH:67]=[N:66][C:51]2[CH2:52][N:53]([CH2:63][C:64]#[N:65])[CH2:54][C@@H:55]([C:57]3[CH:62]=[CH:61][CH:60]=[CH:59][CH:58]=3)[O:56][C:50]=2[N:49]=1.[CH3:68][O:69][C:70]1[CH:71]=[C:72]([NH2:82])[CH:73]=[CH:74][C:75]=1[N:76]1[CH:80]=[C:79]([CH3:81])[N:78]=[CH:77]1. Product: [CH3:68][O:69][C:70]1[CH:71]=[C:72]([NH:82][C:48]2[CH:67]=[N:66][C:51]3[CH2:52][N:53]([CH2:63][C:64]#[N:65])[CH2:54][C@@H:55]([C:57]4[CH:62]=[CH:61][CH:60]=[CH:59][CH:58]=4)[O:56][C:50]=3[N:49]=2)[CH:73]=[CH:74][C:75]=1[N:76]1[CH:80]=[C:79]([CH3:81])[N:78]=[CH:77]1. The catalyst class is: 101. (2) Reactant: [CH2:1]([O:8][C@@H:9]1[O:18][C@H:17]2[C@@H:12]([O:13][C@H](C3C=CC=CC=3)[O:15][CH2:16]2)[C@H:11]([O:25][C@H:26]([CH3:39])[C:27](=[O:38])[NH:28][C@@H:29]([CH3:37])[CH2:30][C:31]2[CH:36]=[CH:35][CH:34]=[CH:33][CH:32]=2)[C@H:10]1[NH:40]C(=O)OC(C)(C)C)[C:2]1[CH:7]=[CH:6][CH:5]=[CH:4][CH:3]=1.C1(C)C=CC(S(O)(=O)=O)=CC=1.C(N(CC)CC)C. Product: [NH2:40][C@@H:10]1[C@@H:11]([O:25][C@H:26]([CH3:39])[C:27]([NH:28][C@@H:29]([CH3:37])[CH2:30][C:31]2[CH:36]=[CH:35][CH:34]=[CH:33][CH:32]=2)=[O:38])[C@H:12]([OH:13])[C@@H:17]([CH2:16][OH:15])[O:18][C@H:9]1[O:8][CH2:1][C:2]1[CH:3]=[CH:4][CH:5]=[CH:6][CH:7]=1. The catalyst class is: 5. (3) Reactant: [O:1]1[CH2:6][CH2:5][CH:4]([C:7]([OH:9])=O)[CH2:3][CH2:2]1.CN(C=O)C.C(Cl)(=O)C(Cl)=O.Cl.[NH:22]1[CH2:26][CH2:25][C@@H:24]([OH:27])[CH2:23]1.CCN(CC)CC. Product: [OH:27][C@@H:24]1[CH2:25][CH2:26][N:22]([C:7]([CH:4]2[CH2:3][CH2:2][O:1][CH2:6][CH2:5]2)=[O:9])[CH2:23]1. The catalyst class is: 2.